Dataset: Full USPTO retrosynthesis dataset with 1.9M reactions from patents (1976-2016). Task: Predict the reactants needed to synthesize the given product. (1) Given the product [CH3:1][O:2][C:3]([N:5]1[CH2:6][CH2:7][C:8]2([CH2:11][NH:10][CH2:9]2)[CH2:19][CH2:20]1)=[O:4].[ClH:21], predict the reactants needed to synthesize it. The reactants are: [CH3:1][O:2][C:3]([N:5]1[CH2:20][CH2:19][C:8]2([CH2:11][N:10](C(OC(C)(C)C)=O)[CH2:9]2)[CH2:7][CH2:6]1)=[O:4].[ClH:21]. (2) Given the product [CH2:44]([N:51]1[CH2:56][CH2:55][CH:54]([CH:57]=[C:25]2[CH2:24][C:23]3[C:27](=[CH:28][C:29]([O:30][CH3:31])=[C:21]([O:20][CH3:19])[CH:22]=3)[C:26]2=[O:32])[CH2:53][CH2:52]1)[C:45]1[CH:50]=[CH:49][CH:48]=[CH:47][CH:46]=1, predict the reactants needed to synthesize it. The reactants are: C([Li])CCC.CCCCCC.C(NC(C)C)(C)C.[CH3:19][O:20][C:21]1[CH:22]=[C:23]2[C:27](=[CH:28][C:29]=1[O:30][CH3:31])[C:26](=[O:32])[CH2:25][CH2:24]2.CN(C)P(N(C)C)(N(C)C)=O.[CH2:44]([N:51]1[CH2:56][CH2:55][CH:54]([CH:57]=O)[CH2:53][CH2:52]1)[C:45]1[CH:50]=[CH:49][CH:48]=[CH:47][CH:46]=1.[Cl-].[NH4+]. (3) The reactants are: [ClH:1].Cl.C([O:5][C:6]([C:8]1([CH2:20][O:21][C:22]2[CH:23]=[CH:24][C:25]3[CH2:31][CH2:30][CH2:29][N:28]([C:32](=[NH:34])[NH2:33])[CH2:27][C:26]=3[CH:35]=2)[CH2:13][CH2:12][N:11]([C:14]2[CH:19]=[CH:18][N:17]=[CH:16][CH:15]=2)[CH2:10][CH2:9]1)=[O:7])C. Given the product [ClH:1].[ClH:1].[C:32]([N:28]1[CH2:29][CH2:30][CH2:31][C:25]2[CH:24]=[CH:23][C:22]([O:21][CH2:20][C:8]3([C:6]([OH:7])=[O:5])[CH2:13][CH2:12][N:11]([C:14]4[CH:19]=[CH:18][N:17]=[CH:16][CH:15]=4)[CH2:10][CH2:9]3)=[CH:35][C:26]=2[CH2:27]1)(=[NH:33])[NH2:34], predict the reactants needed to synthesize it.